This data is from Forward reaction prediction with 1.9M reactions from USPTO patents (1976-2016). The task is: Predict the product of the given reaction. (1) Given the reactants Cl[C:2]1[C:7]([CH2:8][CH:9]=O)=[C:6]([Cl:11])[N:5]=[CH:4][N:3]=1.[O:12]1[CH2:15][CH:14]([NH2:16])[CH2:13]1, predict the reaction product. The product is: [Cl:11][C:6]1[C:7]2[CH:8]=[CH:9][N:16]([CH:14]3[CH2:15][O:12][CH2:13]3)[C:2]=2[N:3]=[CH:4][N:5]=1. (2) Given the reactants Br[CH2:2][C:3]1[N:8]=[C:7]([C:9]2[CH:14]=[CH:13][CH:12]=[C:11]([Cl:15])[CH:10]=2)[CH:6]=[C:5]([N:16]2[CH2:21][CH2:20][N:19]([C:22]3[C:27]([C:28]([F:31])([F:30])[F:29])=[CH:26][CH:25]=[CH:24][N:23]=3)[CH2:18][CH2:17]2)[N:4]=1.[CH2:32]([NH:34][CH2:35][CH3:36])[CH3:33].CC(N(C)C)=O, predict the reaction product. The product is: [Cl:15][C:11]1[CH:10]=[C:9]([C:7]2[CH:6]=[C:5]([N:16]3[CH2:21][CH2:20][N:19]([C:22]4[C:27]([C:28]([F:31])([F:30])[F:29])=[CH:26][CH:25]=[CH:24][N:23]=4)[CH2:18][CH2:17]3)[N:4]=[C:3]([CH2:2][N:34]([CH2:35][CH3:36])[CH2:32][CH3:33])[N:8]=2)[CH:14]=[CH:13][CH:12]=1.